From a dataset of Catalyst prediction with 721,799 reactions and 888 catalyst types from USPTO. Predict which catalyst facilitates the given reaction. (1) Reactant: [C:1](Cl)(=[O:6])[C:2]([CH3:5])([CH3:4])[CH3:3].[CH2:8]([O:15][C:16]([N:18]1[CH2:23][CH:22]([O:24][CH2:25][C:26]2[CH:27]=[CH:28][C:29]3[O:34][CH2:33][CH2:32][N:31]([CH2:35][CH2:36][CH2:37][O:38][CH3:39])[C:30]=3[CH:40]=2)[CH:21]([C:41]2[CH:46]=[CH:45][C:44]([O:47][CH3:48])=[CH:43][CH:42]=2)[CH:20]([OH:49])[CH2:19]1)=[O:17])[C:9]1[CH:14]=[CH:13][CH:12]=[CH:11][CH:10]=1. Product: [CH2:8]([O:15][C:16]([N:18]1[CH2:23][CH:22]([O:24][CH2:25][C:26]2[CH:27]=[CH:28][C:29]3[O:34][CH2:33][CH2:32][N:31]([CH2:35][CH2:36][CH2:37][O:38][CH3:39])[C:30]=3[CH:40]=2)[CH:21]([C:41]2[CH:46]=[CH:45][C:44]([O:47][CH3:48])=[CH:43][CH:42]=2)[CH:20]([O:49][C:1](=[O:6])[C:2]([CH3:5])([CH3:4])[CH3:3])[CH2:19]1)=[O:17])[C:9]1[CH:14]=[CH:13][CH:12]=[CH:11][CH:10]=1. The catalyst class is: 17. (2) Reactant: [CH:1]1([C:4]2[N:8]([CH3:9])[C:7]3[CH:10]=[C:11]([N:14]4[CH:19]=[CH:18][C:17]([OH:20])=[CH:16][C:15]4=[O:21])[CH:12]=[CH:13][C:6]=3[N:5]=2)[CH2:3][CH2:2]1.[F:22][C:23]([F:32])([F:31])[C:24]1[S:28][C:27]([CH2:29]O)=[CH:26][CH:25]=1.C(P(CCCC)CCCC)CCC.N(C(N1CCCCC1)=O)=NC(N1CCCCC1)=O. Product: [CH:1]1([C:4]2[N:8]([CH3:9])[C:7]3[CH:10]=[C:11]([N:14]4[CH:19]=[CH:18][C:17]([O:20][CH2:29][C:27]5[S:28][C:24]([C:23]([F:32])([F:31])[F:22])=[CH:25][CH:26]=5)=[CH:16][C:15]4=[O:21])[CH:12]=[CH:13][C:6]=3[N:5]=2)[CH2:2][CH2:3]1. The catalyst class is: 1.